Regression. Given a peptide amino acid sequence and an MHC pseudo amino acid sequence, predict their binding affinity value. This is MHC class I binding data. From a dataset of Peptide-MHC class I binding affinity with 185,985 pairs from IEDB/IMGT. (1) The peptide sequence is RPAFPAGTF. The MHC is HLA-A30:01 with pseudo-sequence HLA-A30:01. The binding affinity (normalized) is 0.0847. (2) The peptide sequence is KLVDFRELNK. The MHC is HLA-A68:02 with pseudo-sequence HLA-A68:02. The binding affinity (normalized) is 0. (3) The peptide sequence is TVYYGVPVWK. The MHC is HLA-A29:02 with pseudo-sequence HLA-A29:02. The binding affinity (normalized) is 0.0249. (4) The peptide sequence is TWIDIEGRF. The MHC is HLA-B15:01 with pseudo-sequence HLA-B15:01. The binding affinity (normalized) is 0.510. (5) The peptide sequence is RVRAYTYSK. The MHC is HLA-B27:05 with pseudo-sequence HLA-B27:05. The binding affinity (normalized) is 0.548. (6) The peptide sequence is TRAENRTYIYW. The MHC is Mamu-B17 with pseudo-sequence Mamu-B17. The binding affinity (normalized) is 0.216. (7) The peptide sequence is YFPCFTAGEV. The MHC is Mamu-A01 with pseudo-sequence Mamu-A01. The binding affinity (normalized) is 0.393.